Dataset: Peptide-MHC class I binding affinity with 185,985 pairs from IEDB/IMGT. Task: Regression. Given a peptide amino acid sequence and an MHC pseudo amino acid sequence, predict their binding affinity value. This is MHC class I binding data. (1) The peptide sequence is KQIMECSRM. The MHC is HLA-A02:06 with pseudo-sequence HLA-A02:06. The binding affinity (normalized) is 0.274. (2) The peptide sequence is SVEFDMSHLN. The MHC is H-2-Db with pseudo-sequence H-2-Db. The binding affinity (normalized) is 0. (3) The MHC is HLA-A24:03 with pseudo-sequence HLA-A24:03. The peptide sequence is YIYDGKVNY. The binding affinity (normalized) is 0.0847. (4) The peptide sequence is HSVGFDYVY. The MHC is HLA-A01:01 with pseudo-sequence HLA-A01:01. The binding affinity (normalized) is 0.112.